This data is from Reaction yield outcomes from USPTO patents with 853,638 reactions. The task is: Predict the reaction yield, written as a fraction of the theoretical maximum amount of product (1.0 means a 100% yield; for example, 0.34 means a 34% yield). (1) The reactants are C[O:2][C:3]([C@@H:5]1[CH2:9][CH2:8][CH2:7][N:6]1[CH2:10][C:11]1[C:12]([NH2:18])=[N:13][CH:14]=[C:15]([Br:17])[CH:16]=1)=O.[H-].[Na+]. The catalyst is CS(C)=O.O. The product is [Br:17][C:15]1[CH:14]=[N:13][C:12]2[NH:18][C:3](=[O:2])[C@H:5]3[N:6]([CH2:7][CH2:8][CH2:9]3)[CH2:10][C:11]=2[CH:16]=1. The yield is 0.840. (2) The reactants are [Si]([O:8][C@@H:9]1[C@@:26]2([CH3:27])[C:13](=[CH:14][CH:15]=[C:16]3[C@@H:25]2[CH2:24][CH2:23][C@@:21]2([CH3:22])[C@H:17]3[CH2:18][CH:19]=[C:20]2[CH2:28][S:29]/[CH:30]=[CH:31]/[CH2:32][C:33]([O:36][Si](CC)(CC)CC)([CH3:35])[CH3:34])[CH2:12][C@@H:11]([O:44][Si](C(C)(C)C)(C)C)[CH2:10]1)(C(C)(C)C)(C)C.O1CCCC1.[F-].C([N+](CCCC)(CCCC)CCCC)CCC. No catalyst specified. The product is [OH:8][C@@H:9]1[C@@:26]2([CH3:27])[C:13](=[CH:14][CH:15]=[C:16]3[C@@H:25]2[CH2:24][CH2:23][C@@:21]2([CH3:22])[C@H:17]3[CH2:18][CH:19]=[C:20]2[CH2:28][S:29]/[CH:30]=[CH:31]/[CH2:32][C:33]([OH:36])([CH3:35])[CH3:34])[CH2:12][C@@H:11]([OH:44])[CH2:10]1. The yield is 1.00.